From a dataset of NCI-60 drug combinations with 297,098 pairs across 59 cell lines. Regression. Given two drug SMILES strings and cell line genomic features, predict the synergy score measuring deviation from expected non-interaction effect. (1) Drug 1: CC1=CC2C(CCC3(C2CCC3(C(=O)C)OC(=O)C)C)C4(C1=CC(=O)CC4)C. Drug 2: C1C(C(OC1N2C=NC(=NC2=O)N)CO)O. Cell line: SK-MEL-28. Synergy scores: CSS=1.01, Synergy_ZIP=1.57, Synergy_Bliss=6.57, Synergy_Loewe=-4.63, Synergy_HSA=1.33. (2) Drug 1: CN(C)N=NC1=C(NC=N1)C(=O)N. Drug 2: CN1C2=C(C=C(C=C2)N(CCCl)CCCl)N=C1CCCC(=O)O.Cl. Cell line: A498. Synergy scores: CSS=3.91, Synergy_ZIP=-0.349, Synergy_Bliss=0.479, Synergy_Loewe=-1.04, Synergy_HSA=-0.575. (3) Drug 1: CCN(CC)CCNC(=O)C1=C(NC(=C1C)C=C2C3=C(C=CC(=C3)F)NC2=O)C. Drug 2: COCCOC1=C(C=C2C(=C1)C(=NC=N2)NC3=CC=CC(=C3)C#C)OCCOC. Cell line: SK-OV-3. Synergy scores: CSS=79.7, Synergy_ZIP=8.10, Synergy_Bliss=8.16, Synergy_Loewe=8.36, Synergy_HSA=16.4. (4) Drug 1: CC1C(C(CC(O1)OC2CC(CC3=C2C(=C4C(=C3O)C(=O)C5=C(C4=O)C(=CC=C5)OC)O)(C(=O)CO)O)N)O.Cl. Drug 2: CC1OCC2C(O1)C(C(C(O2)OC3C4COC(=O)C4C(C5=CC6=C(C=C35)OCO6)C7=CC(=C(C(=C7)OC)O)OC)O)O. Cell line: HCT-15. Synergy scores: CSS=26.4, Synergy_ZIP=6.95, Synergy_Bliss=5.86, Synergy_Loewe=-2.41, Synergy_HSA=3.87.